This data is from Full USPTO retrosynthesis dataset with 1.9M reactions from patents (1976-2016). The task is: Predict the reactants needed to synthesize the given product. (1) Given the product [F:1][C:2]1[CH:3]=[CH:4][C:5]2[N:10]([C:11]3[CH:16]=[CH:15][CH:14]=[CH:13][C:12]=3[F:17])[S:9](=[O:19])(=[O:18])[N:8]([CH2:28][CH2:29][C@H:30]3[CH2:31][O:32]3)[CH2:7][C:6]=2[CH:20]=1, predict the reactants needed to synthesize it. The reactants are: [F:1][C:2]1[CH:3]=[CH:4][C:5]2[N:10]([C:11]3[CH:16]=[CH:15][CH:14]=[CH:13][C:12]=3[F:17])[S:9](=[O:19])(=[O:18])[NH:8][CH2:7][C:6]=2[CH:20]=1.C(=O)([O-])[O-].[K+].[K+].Br[CH2:28][CH2:29][C@@H:30]1[O:32][CH2:31]1. (2) Given the product [CH3:1][N:2]([CH2:3][CH2:4][CH:5]=[CH2:6])[C:14](=[O:21])[C:15]1[CH:20]=[CH:19][CH:18]=[CH:17][CH:16]=1, predict the reactants needed to synthesize it. The reactants are: [CH3:1][NH:2][CH2:3][CH2:4][CH:5]=[CH2:6].C(N(CC)CC)C.[C:14](Cl)(=[O:21])[C:15]1[CH:20]=[CH:19][CH:18]=[CH:17][CH:16]=1. (3) Given the product [CH3:24][N:25]([CH3:26])[C:20]([C:11]1[CH:12]=[C:13]([C:14]2[CH:18]=[CH:17][N:16]([CH3:19])[CH:15]=2)[N:9]([C:6]2[N:7]=[N:8][C:3]([O:2][CH3:1])=[CH:4][CH:5]=2)[N:10]=1)=[O:22], predict the reactants needed to synthesize it. The reactants are: [CH3:1][O:2][C:3]1[N:8]=[N:7][C:6]([N:9]2[C:13]([C:14]3[CH:18]=[CH:17][N:16]([CH3:19])[CH:15]=3)=[CH:12][C:11]([C:20]([OH:22])=O)=[N:10]2)=[CH:5][CH:4]=1.Cl.[CH3:24][NH:25][CH3:26]. (4) Given the product [CH3:18][C:9]1([CH3:19])[N:8]([C:6]([O:5][C:1]([CH3:2])([CH3:3])[CH3:4])=[O:7])[C@@H:12]([CH2:13][CH2:14][C:15]([N:22]2[C@H:28]([CH3:29])[CH2:27][O:32][C:25]2=[O:40])=[O:17])[CH2:11][O:10]1, predict the reactants needed to synthesize it. The reactants are: [C:1]([O:5][C:6]([N:8]1[C@@H:12]([CH2:13][CH2:14][C:15]([OH:17])=O)[CH2:11][O:10][C:9]1([CH3:19])[CH3:18])=[O:7])([CH3:4])([CH3:3])[CH3:2].C([N:22]([CH2:25]C)CC)C.[C:27](Cl)(=[O:32])[C:28](C)(C)[CH3:29].[Li+].[Cl-].Cl.C1C[O:40]CC1. (5) Given the product [Cl:1][C:2]1[CH:3]=[C:4]([C:13]([NH:22][CH2:23][CH:24]2[CH2:29][CH2:28][N:27]([C:30]([O:32][C:33]([CH3:36])([CH3:35])[CH3:34])=[O:31])[CH2:26][CH2:25]2)=[O:15])[C:5](=[O:12])[N:6]([CH:9]([CH3:10])[CH3:11])[C:7]=1[CH3:8], predict the reactants needed to synthesize it. The reactants are: [Cl:1][C:2]1[CH:3]=[C:4]([C:13]([OH:15])=O)[C:5](=[O:12])[N:6]([CH:9]([CH3:11])[CH3:10])[C:7]=1[CH3:8].C(Cl)(=O)C(Cl)=O.[NH2:22][CH2:23][CH:24]1[CH2:29][CH2:28][N:27]([C:30]([O:32][C:33]([CH3:36])([CH3:35])[CH3:34])=[O:31])[CH2:26][CH2:25]1.C(N(CC)C(C)C)(C)C. (6) Given the product [Si:1]([O:8][C@H:9]([C:36]1[CH:41]=[CH:40][C:39]([OH:42])=[C:38]([CH2:43][OH:44])[CH:37]=1)[CH2:10][NH:11][C@H:12]([CH3:35])[CH2:13][C:14]1[CH:15]=[C:16]2[C:20](=[CH:21][CH:22]=1)[NH:19][C:18]([C:23]([NH:25][CH2:26][CH2:27][C:32]1[CH:31]=[CH:30][CH:29]=[C:28]([O:33][CH3:34])[CH:45]=1)=[O:24])=[CH:17]2)([C:4]([CH3:5])([CH3:7])[CH3:6])([CH3:2])[CH3:3], predict the reactants needed to synthesize it. The reactants are: [Si:1]([O:8][C@H:9]([C:36]1[CH:41]=[CH:40][C:39]([OH:42])=[C:38]([CH2:43][OH:44])[CH:37]=1)[CH2:10][NH:11][C@H:12]([CH3:35])[CH2:13][C:14]1[CH:15]=[C:16]2[C:20](=[CH:21][CH:22]=1)[NH:19][C:18]([C:23]([NH:25][CH2:26][C:27]1[CH:32]=[CH:31][CH:30]=[CH:29][C:28]=1[O:33][CH3:34])=[O:24])=[CH:17]2)([C:4]([CH3:7])([CH3:6])[CH3:5])([CH3:3])[CH3:2].[CH3:45]OC1C=C(C=CC=1)CCN.